Dataset: Forward reaction prediction with 1.9M reactions from USPTO patents (1976-2016). Task: Predict the product of the given reaction. (1) Given the reactants [Cl:1][C:2]1[CH:3]=[CH:4][C:5]([C:25]#[N:26])=[C:6]([C:8]2[C:13]([O:14][CH3:15])=[CH:12][N:11]([CH:16]([CH2:20][CH2:21][O:22][CH3:23])[C:17](O)=[O:18])[C:10](=[O:24])[CH:9]=2)[CH:7]=1.[NH2:27][C:28]1[CH:29]=[CH:30][C:31]2[N:32]([C:34]([C:37]([O:39][CH2:40][CH3:41])=[O:38])=[CH:35][N:36]=2)[CH:33]=1.C(P1(=O)OP(CCC)(=O)OP(CCC)(=O)O1)CC, predict the reaction product. The product is: [Cl:1][C:2]1[CH:3]=[CH:4][C:5]([C:25]#[N:26])=[C:6]([C:8]2[C:13]([O:14][CH3:15])=[CH:12][N:11]([CH:16]([CH2:20][CH2:21][O:22][CH3:23])[C:17]([NH:27][C:28]3[CH:29]=[CH:30][C:31]4[N:32]([C:34]([C:37]([O:39][CH2:40][CH3:41])=[O:38])=[CH:35][N:36]=4)[CH:33]=3)=[O:18])[C:10](=[O:24])[CH:9]=2)[CH:7]=1. (2) Given the reactants [C:1]([O:5][C:6]([N:8]1[CH2:13][CH2:12][CH:11]([OH:14])[CH2:10][CH2:9]1)=[O:7])([CH3:4])([CH3:3])[CH3:2].[H-].[Na+].[CH3:17][O:18][CH2:19][CH2:20]Br, predict the reaction product. The product is: [C:1]([O:5][C:6]([N:8]1[CH2:13][CH2:12][CH:11]([O:14][CH2:20][CH2:19][O:18][CH3:17])[CH2:10][CH2:9]1)=[O:7])([CH3:4])([CH3:2])[CH3:3]. (3) Given the reactants COC1C=C(NC2N=CC3CC(=O)NC4C=CC(C(O)=O)=CC=4C=3N=2)C=CC=1OC.C(OC(=O)NCCCN)(C)(C)C.C(OC(=O)[NH:49][CH2:50][CH2:51][CH2:52][NH:53][C:54]([C:56]1[CH:82]=[CH:81][C:59]2[NH:60][C:61](=[O:80])[CH2:62][C:63]3[CH:68]=[N:67][C:66]([NH:69][C:70]4[CH:75]=[CH:74][C:73]([O:76][CH3:77])=[C:72]([O:78][CH3:79])[CH:71]=4)=[N:65][C:64]=3[C:58]=2[CH:57]=1)=[O:55])(C)(C)C, predict the reaction product. The product is: [NH2:49][CH2:50][CH2:51][CH2:52][NH:53][C:54]([C:56]1[CH:82]=[CH:81][C:59]2[NH:60][C:61](=[O:80])[CH2:62][C:63]3[CH:68]=[N:67][C:66]([NH:69][C:70]4[CH:75]=[CH:74][C:73]([O:76][CH3:77])=[C:72]([O:78][CH3:79])[CH:71]=4)=[N:65][C:64]=3[C:58]=2[CH:57]=1)=[O:55]. (4) Given the reactants C(N(CC)CC)C.Cl.Cl.[CH2:10]([C:12]1[C:21]([C:22]([O:24][CH3:25])=[O:23])=[CH:20][C:19]2[C:18](=[O:26])[N:17]([CH:27]3[CH2:32][CH2:31][NH:30][CH2:29][CH2:28]3)[CH2:16][CH2:15][C:14]=2[N:13]=1)[CH3:11].[CH:33]1([C:36]2[C:41]([C:42]3[CH:47]=[CH:46][C:45]([F:48])=[CH:44][CH:43]=3)=[C:40]([F:49])[C:39]([O:50][CH2:51][CH3:52])=[C:38]([CH:53]=O)[CH:37]=2)[CH2:35][CH2:34]1.[Na], predict the reaction product. The product is: [CH:33]1([C:36]2[C:41]([C:42]3[CH:47]=[CH:46][C:45]([F:48])=[CH:44][CH:43]=3)=[C:40]([F:49])[C:39]([O:50][CH2:51][CH3:52])=[C:38]([CH2:53][N:30]3[CH2:29][CH2:28][CH:27]([N:17]4[CH2:16][CH2:15][C:14]5[N:13]=[C:12]([CH2:10][CH3:11])[C:21]([C:22]([O:24][CH3:25])=[O:23])=[CH:20][C:19]=5[C:18]4=[O:26])[CH2:32][CH2:31]3)[CH:37]=2)[CH2:35][CH2:34]1. (5) Given the reactants [H-].[Na+].[F:3][C:4]1[CH:12]=[C:11]2[C:7]([C:8](=[O:14])[C:9](=[O:13])[NH:10]2)=[CH:6][CH:5]=1.[CH3:15][O:16][C:17](=[O:26])[CH:18](Br)[CH2:19][CH:20]1[CH2:24][CH2:23][CH2:22][CH2:21]1, predict the reaction product. The product is: [CH3:15][O:16][C:17](=[O:26])[CH:18]([N:10]1[C:11]2[C:7](=[CH:6][CH:5]=[C:4]([F:3])[CH:12]=2)[C:8](=[O:14])[C:9]1=[O:13])[CH2:19][CH:20]1[CH2:21][CH2:22][CH2:23][CH2:24]1. (6) Given the reactants [OH-].[Na+:2].C([O:5][C:6](=[O:21])[CH2:7][C:8]1[NH:9][C:10](=[S:20])[CH:11]=[C:12]([N:14]2[CH2:19][CH2:18][O:17][CH2:16][CH2:15]2)[N:13]=1)C, predict the reaction product. The product is: [N:14]1([C:12]2[N:13]=[C:8]([CH2:7][C:6]([O-:21])=[O:5])[NH:9][C:10](=[S:20])[CH:11]=2)[CH2:15][CH2:16][O:17][CH2:18][CH2:19]1.[Na+:2]. (7) Given the reactants [O:1]1[CH:3]([CH2:4][CH2:5][CH2:6][CH3:7])[CH2:2]1.[NH:8]1[CH:12]=[CH:11][N:10]=[CH:9]1, predict the reaction product. The product is: [N:8]1([CH2:2][CH:3]([OH:1])[CH2:4][CH2:5][CH2:6][CH3:7])[CH:12]=[CH:11][N:10]=[CH:9]1. (8) Given the reactants Cl.Cl.Cl.[O:4]1[C:8]2[CH:9]=[CH:10][CH:11]=[C:12]([N:13]3[CH2:18][CH2:17][N:16]([CH2:19][CH2:20][C@H:21]4[CH2:26][CH2:25][C@H:24]([NH2:27])[CH2:23][CH2:22]4)[CH2:15][CH2:14]3)[C:7]=2[O:6][CH2:5]1.[O:28]1[CH2:33][CH2:32][O:31][C:30]2[CH:34]=[C:35]([C:38](O)=[O:39])[CH:36]=[CH:37][C:29]1=2, predict the reaction product. The product is: [O:4]1[C:8]2[CH:9]=[CH:10][CH:11]=[C:12]([N:13]3[CH2:18][CH2:17][N:16]([CH2:19][CH2:20][C@H:21]4[CH2:26][CH2:25][C@H:24]([NH:27][C:38]([C:35]5[CH:36]=[CH:37][C:29]6[O:28][CH2:33][CH2:32][O:31][C:30]=6[CH:34]=5)=[O:39])[CH2:23][CH2:22]4)[CH2:15][CH2:14]3)[C:7]=2[O:6][CH2:5]1. (9) Given the reactants [O:1]=[C:2]1[NH:6][C:5]2=[C:7]([C:11]([OH:13])=O)[CH:8]=[CH:9][CH:10]=[C:4]2[O:3]1.[CH3:24][CH2:23][O:22][C:20](O[C:20]([O:22][CH2:23][CH3:24])=O)=O.[F:25][C:26]([F:41])([F:40])[C:27]1[CH:34]=[CH:33][C:30]([C:31]#[N:32])=[C:29]([N:35]2[CH:39]=NC=N2)[CH:28]=1, predict the reaction product. The product is: [F:25][C:26]([F:40])([F:41])[C:27]1[CH:34]=[CH:33][C:30]([CH2:31][NH:32][C:11]([C:7]2[CH:8]=[CH:9][CH:10]=[C:4]3[O:3][C:2](=[O:1])[NH:6][C:5]=23)=[O:13])=[C:29]([N:35]2[CH2:39][CH2:20][O:22][CH2:23][CH2:24]2)[CH:28]=1.